This data is from Full USPTO retrosynthesis dataset with 1.9M reactions from patents (1976-2016). The task is: Predict the reactants needed to synthesize the given product. (1) The reactants are: [C:1]([N:8]1[CH:12]=[C:11]([CH2:13][CH2:14][OH:15])[N:10]=[CH:9]1)([O:3][C:4]([CH3:7])([CH3:6])[CH3:5])=[O:2].O[C:17]1[CH:18]=[C:19]2[C:24](=[CH:25][CH:26]=1)[C:23](=[O:27])[CH2:22][CH2:21][CH2:20]2.C1(P(C2C=CC=CC=2)C2C=CC=CC=2)C=CC=CC=1.N(C(OCC)=O)=NC(OCC)=O. Given the product [C:4]([O:3][C:1]([N:8]1[CH:12]=[C:11]([CH2:13][CH2:14][O:15][C:17]2[CH:26]=[CH:25][C:24]3[C:23](=[O:27])[CH2:22][CH2:21][CH2:20][C:19]=3[CH:18]=2)[N:10]=[CH:9]1)=[O:2])([CH3:7])([CH3:6])[CH3:5], predict the reactants needed to synthesize it. (2) Given the product [Si:1]([O:8][C:9]1[CH:10]=[C:11]2[C:16](=[CH:17][CH:18]=1)[CH:15]=[C:14]([CH2:19][N:25]1[CH2:28][CH:27]([C:29]([O:31][CH3:32])=[O:30])[CH2:26]1)[CH:13]=[CH:12]2)([C:4]([CH3:7])([CH3:6])[CH3:5])([CH3:2])[CH3:3], predict the reactants needed to synthesize it. The reactants are: [Si:1]([O:8][C:9]1[CH:10]=[C:11]2[C:16](=[CH:17][CH:18]=1)[CH:15]=[C:14]([CH:19]=O)[CH:13]=[CH:12]2)([C:4]([CH3:7])([CH3:6])[CH3:5])([CH3:3])[CH3:2].CC(O)=O.[NH:25]1[CH2:28][CH:27]([C:29]([O:31][CH3:32])=[O:30])[CH2:26]1.[BH3-]C#N.[Na+]. (3) Given the product [F:34][C:31]1[CH:32]=[CH:33][C:28]([O:27][C:25](=[O:26])[N:21]([C@@H:19]2[C@@H:18]([C:35]3[CH:40]=[CH:39][C:38]([Cl:41])=[CH:37][CH:36]=3)[CH2:17][N:16]([C:14]([CH:11]3[CH2:10][CH2:9][NH:8][CH2:13][CH2:12]3)=[O:15])[CH2:20]2)[CH:22]([CH3:23])[CH3:24])=[CH:29][CH:30]=1, predict the reactants needed to synthesize it. The reactants are: C(OC([N:8]1[CH2:13][CH2:12][CH:11]([C:14]([N:16]2[CH2:20][C@H:19]([N:21]([C:25]([O:27][C:28]3[CH:33]=[CH:32][C:31]([F:34])=[CH:30][CH:29]=3)=[O:26])[CH:22]([CH3:24])[CH3:23])[C@@H:18]([C:35]3[CH:40]=[CH:39][C:38]([Cl:41])=[CH:37][CH:36]=3)[CH2:17]2)=[O:15])[CH2:10][CH2:9]1)=O)(C)(C)C.C(O)(C(F)(F)F)=O. (4) Given the product [CH2:7]([O:10][C:11]1[CH:18]=[CH:17][C:14](/[CH:15]=[CH:21]/[C:22]([O:23][CH2:24][CH3:20])=[O:5])=[CH:13][CH:12]=1)[CH:8]=[CH2:9], predict the reactants needed to synthesize it. The reactants are: CC([O-:5])(C)C.[K+].[CH2:7]([O:10][C:11]1[CH:18]=[CH:17][C:14]([CH:15]=O)=[CH:13][CH:12]=1)[CH:8]=[CH2:9].O.[CH2:20]1[CH2:24][O:23][CH2:22][CH2:21]1. (5) Given the product [F:1][C:2]1[CH:7]=[CH:6][C:5]([CH3:8])=[CH:4][C:3]=1[NH:9][C:10]([NH:12][C:13]1[CH:39]=[CH:38][C:16]([O:17][C:18]2[CH:23]=[CH:22][N:21]=[C:20]([C:24]3[NH:28][CH:27]=[C:26]([C:29]([NH:31][CH2:32][CH2:33][CH2:34][C:35]([N:73]4[CH2:77][CH2:76][CH:75]([OH:78])[CH2:74]4)=[O:37])=[O:30])[CH:25]=3)[CH:19]=2)=[CH:15][CH:14]=1)=[O:11], predict the reactants needed to synthesize it. The reactants are: [F:1][C:2]1[CH:7]=[CH:6][C:5]([CH3:8])=[CH:4][C:3]=1[NH:9][C:10]([NH:12][C:13]1[CH:39]=[CH:38][C:16]([O:17][C:18]2[CH:23]=[CH:22][N:21]=[C:20]([C:24]3[NH:28][CH:27]=[C:26]([C:29]([NH:31][CH2:32][CH2:33][CH2:34][C:35]([OH:37])=O)=[O:30])[CH:25]=3)[CH:19]=2)=[CH:15][CH:14]=1)=[O:11].CN(C(ON1N=NC2C=CC=NC1=2)=[N+](C)C)C.F[P-](F)(F)(F)(F)F.C(N(CC)C(C)C)(C)C.[NH:73]1[CH2:77][CH2:76][C@@H:75]([OH:78])[CH2:74]1.Cl. (6) Given the product [F:29][C:27]1[CH:28]=[C:23]([C@@:5]2([CH3:22])[N:4]([CH2:1]/[CH:2]=[CH:3]/[C:57]3[CH:56]=[C:55]4[C:34](=[CH:33][CH:32]=3)[CH2:35][C:36]3([C:44]5[C:39](=[N:40][CH:41]=[CH:42][CH:43]=5)[N:38]([CH2:45][O:46][CH2:47][CH2:48][Si:49]([CH3:52])([CH3:50])[CH3:51])[C:37]3=[O:53])[CH2:54]4)[C:13](=[O:14])[C:8]3([CH2:12][CH2:11][CH2:10][CH2:9]3)[N:7]([C:15]([O:17][C:18]([CH3:21])([CH3:19])[CH3:20])=[O:16])[CH2:6]2)[CH:24]=[C:25]([F:30])[CH:26]=1, predict the reactants needed to synthesize it. The reactants are: [CH2:1]([N:4]1[C:13](=[O:14])[C:8]2([CH2:12][CH2:11][CH2:10][CH2:9]2)[N:7]([C:15]([O:17][C:18]([CH3:21])([CH3:20])[CH3:19])=[O:16])[CH2:6][C@:5]1([C:23]1[CH:28]=[C:27]([F:29])[CH:26]=[C:25]([F:30])[CH:24]=1)[CH3:22])[CH:2]=[CH2:3].Br[C:32]1[CH:33]=[C:34]2[C:55](=[CH:56][CH:57]=1)[CH2:54][C:36]1([C:44]3[C:39](=[N:40][CH:41]=[CH:42][CH:43]=3)[N:38]([CH2:45][O:46][CH2:47][CH2:48][Si:49]([CH3:52])([CH3:51])[CH3:50])[C:37]1=[O:53])[CH2:35]2.C([O-])(=O)C.[Na+]. (7) The reactants are: [CH3:1][C:2]1[S:10][C:5]2=[CH:6][N:7]=[CH:8][CH:9]=[C:4]2[C:3]=1[N+:11]([O-])=O.C(N(CC)CC)C.[Cl:21][C:22]([Cl:27])([Cl:26])[C:23](Cl)=[O:24]. Given the product [Cl:21][C:22]([Cl:27])([Cl:26])[C:23]([NH:11][C:3]1[C:4]2[C:5](=[CH:6][N:7]=[CH:8][CH:9]=2)[S:10][C:2]=1[CH3:1])=[O:24], predict the reactants needed to synthesize it. (8) Given the product [F:23][C:4]1[CH:3]=[C:2]([I:29])[CH:7]=[CH:6][C:5]=1[NH:8][C:9]1[C:18]2[C:17](=[O:19])[NH:16][CH:15]=[N:14][C:13]=2[N:12]([CH3:20])[C:11](=[O:21])[C:10]=1[CH3:22], predict the reactants needed to synthesize it. The reactants are: N[C:2]1[CH:7]=[CH:6][C:5]([NH:8][C:9]2[C:18]3[C:17](=[O:19])[NH:16][CH:15]=[N:14][C:13]=3[N:12]([CH3:20])[C:11](=[O:21])[C:10]=2[CH3:22])=[C:4]([F:23])[CH:3]=1.Cl.N([O-])=O.[Na+].[I-:29].[K+]. (9) Given the product [CH3:15][O:16][C:17](=[O:43])[C:18]1[CH:30]=[C:29]([C:31]([F:1])([F:14])[C:37]2[CH:42]=[CH:41][CH:40]=[CH:39][CH:38]=2)[CH:28]=[C:20]([C:21]([N:23]([CH3:27])[CH2:24][CH2:25][CH3:26])=[O:22])[CH:19]=1, predict the reactants needed to synthesize it. The reactants are: [F:1][B-](F)(F)F.N#[O+].N1C=CC=CC=1.[FH:14].[CH3:15][O:16][C:17](=[O:43])[C:18]1[CH:30]=[C:29]([C:31]2([C:37]3[CH:42]=[CH:41][CH:40]=[CH:39][CH:38]=3)SCCCS2)[CH:28]=[C:20]([C:21]([N:23]([CH3:27])[CH2:24][CH2:25][CH3:26])=[O:22])[CH:19]=1. (10) Given the product [C:8]([N:1]([CH2:5][CH2:6][OH:7])[CH2:2][CH2:3][OH:4])([C:9]1[CH:14]=[CH:13][CH:12]=[CH:11][CH:10]=1)([C:21]1[CH:22]=[CH:23][CH:24]=[CH:25][CH:26]=1)[C:15]1[CH:16]=[CH:17][CH:18]=[CH:19][CH:20]=1, predict the reactants needed to synthesize it. The reactants are: [NH:1]([CH2:5][CH2:6][OH:7])[CH2:2][CH2:3][OH:4].[C:8](Cl)([C:21]1[CH:26]=[CH:25][CH:24]=[CH:23][CH:22]=1)([C:15]1[CH:20]=[CH:19][CH:18]=[CH:17][CH:16]=1)[C:9]1[CH:14]=[CH:13][CH:12]=[CH:11][CH:10]=1.